This data is from Full USPTO retrosynthesis dataset with 1.9M reactions from patents (1976-2016). The task is: Predict the reactants needed to synthesize the given product. (1) Given the product [Cl:1][C:2]1[CH:3]=[C:4]([CH:32]=[CH:33][C:34]=1[F:35])[CH2:5][N:6]1[CH2:15][CH2:14][C:13]2[C:8](=[C:9]([OH:29])[C:10](=[O:28])[N:11]([C:21]3[CH:26]=[CH:25][C:24]([CH3:27])=[CH:23][CH:22]=3)[C:12]=2[C:16]([N:18]([CH3:20])[CH3:19])=[O:17])[C:7]1=[O:31], predict the reactants needed to synthesize it. The reactants are: [Cl:1][C:2]1[CH:3]=[C:4]([CH:32]=[CH:33][C:34]=1[F:35])[CH2:5][N:6]1[CH2:15][CH2:14][C:13]2[C:8](=[C:9]([O:29]C)[C:10](=[O:28])[N:11]([C:21]3[CH:26]=[CH:25][C:24]([CH3:27])=[CH:23][CH:22]=3)[C:12]=2[C:16]([N:18]([CH3:20])[CH3:19])=[O:17])[C:7]1=[O:31].B(Br)(Br)Br. (2) Given the product [CH:1]([N:4]1[C:8]([C:9]2[N:10]=[C:11]3[C:17]4[CH:18]=[CH:19][C:20]([CH:22]5[C:28](=[O:30])[NH:35][NH:34][C:23]5=[O:25])=[CH:21][C:16]=4[O:15][CH2:14][CH2:13][N:12]3[CH:33]=2)=[N:7][CH:6]=[N:5]1)([CH3:2])[CH3:3], predict the reactants needed to synthesize it. The reactants are: [CH:1]([N:4]1[C:8]([C:9]2[N:10]=[C:11]3[C:17]4[CH:18]=[CH:19][C:20]([CH:22]([C:28]([O:30]CC)=O)[C:23]([O:25]CC)=O)=[CH:21][C:16]=4[O:15][CH2:14][CH2:13][N:12]3[CH:33]=2)=[N:7][CH:6]=[N:5]1)([CH3:3])[CH3:2].[NH2:34][NH2:35].